Task: Predict the reactants needed to synthesize the given product.. Dataset: Full USPTO retrosynthesis dataset with 1.9M reactions from patents (1976-2016) (1) Given the product [C:1]([C:3]1[CH:4]=[C:5]([S:22]([NH:25][C:26]2[CH:31]=[CH:30][N:29]=[CH:28][N:27]=2)(=[O:23])=[O:24])[CH:6]=[CH:7][C:8]=1[O:9][C@H:10]1[CH2:15][CH2:14][CH2:13][CH2:12][C@@H:11]1[C:16]1[N:20]([CH3:21])[N:19]=[CH:18][CH:17]=1)#[N:2], predict the reactants needed to synthesize it. The reactants are: [C:1]([C:3]1[CH:4]=[C:5]([S:22]([N:25](CC2C=CC(OC)=CC=2OC)[C:26]2[CH:31]=[CH:30][N:29]=[CH:28][N:27]=2)(=[O:24])=[O:23])[CH:6]=[CH:7][C:8]=1[O:9][C@H:10]1[CH2:15][CH2:14][CH2:13][CH2:12][C@@H:11]1[C:16]1[N:20]([CH3:21])[N:19]=[CH:18][CH:17]=1)#[N:2].C([SiH](CC)CC)C.FC(F)(F)C(O)=O. (2) The reactants are: [Cl:1][C:2]1[C:3]2[C:10](I)=[CH:9][S:8][C:4]=2[N:5]=[CH:6][N:7]=1.[Cl:12][C:13]1[C:29]([CH3:30])=[C:28](B2OC(C)(C)C(C)(C)O2)[CH:27]=[CH:26][C:14]=1[O:15][Si:16]([CH:23]([CH3:25])[CH3:24])([CH:20]([CH3:22])[CH3:21])[CH:17]([CH3:19])[CH3:18].[O-]P([O-])([O-])=O.[K+].[K+].[K+].[NH4+].[Cl-]. Given the product [Cl:12][C:13]1[C:29]([CH3:30])=[C:28]([C:10]2[C:3]3[C:2]([Cl:1])=[N:7][CH:6]=[N:5][C:4]=3[S:8][CH:9]=2)[CH:27]=[CH:26][C:14]=1[O:15][Si:16]([CH:23]([CH3:24])[CH3:25])([CH:17]([CH3:18])[CH3:19])[CH:20]([CH3:21])[CH3:22], predict the reactants needed to synthesize it. (3) Given the product [Cl:42][C:43]1[CH:44]=[C:45]([N:49]2[C:53]([CH2:54][NH:55][C:10](=[O:12])[CH:9]([C:6]3[CH:7]=[N:8][C:3]([CH2:1][C:14]#[N:15])=[CH:4][CH:5]=3)[CH3:13])=[CH:52][C:51]([C:56]([F:57])([F:58])[F:59])=[N:50]2)[CH:46]=[CH:47][CH:48]=1, predict the reactants needed to synthesize it. The reactants are: [C:1]([C:3]1[N:8]=[CH:7][C:6]([CH:9]([CH3:13])[C:10]([OH:12])=O)=[CH:5][CH:4]=1)#N.[CH3:14][N:15](C)CCCN=C=NCC.C1C=CC2N(O)N=NC=2C=1.C(N(CC)CC)C.[Cl:42][C:43]1[CH:44]=[C:45]([N:49]2[C:53]([CH2:54][NH2:55])=[CH:52][C:51]([C:56]([F:59])([F:58])[F:57])=[N:50]2)[CH:46]=[CH:47][CH:48]=1. (4) Given the product [CH2:1]([O:8][C:9]1[CH:10]=[C:11]([C:12]2[O:13][C:16]([CH3:17])=[CH:15][N:14]=2)[CH:18]=[C:19]([O:22][CH3:23])[C:20]=1[Br:21])[C:2]1[CH:7]=[CH:6][CH:5]=[CH:4][CH:3]=1, predict the reactants needed to synthesize it. The reactants are: [CH2:1]([O:8][C:9]1[CH:10]=[C:11]([CH:18]=[C:19]([O:22][CH3:23])[C:20]=1[Br:21])[C:12]([NH:14][CH2:15][C:16]#[CH:17])=[O:13])[C:2]1[CH:7]=[CH:6][CH:5]=[CH:4][CH:3]=1.[H-].[Na+]. (5) Given the product [Cl:12][C:10]1[CH:11]=[C:6]([O:2][CH3:1])[CH:7]=[C:8]([CH3:17])[C:9]=1[N+:13]([O-:15])=[O:14], predict the reactants needed to synthesize it. The reactants are: [CH3:1][O-:2].[Na+].[Na].F[C:6]1[CH:11]=[C:10]([Cl:12])[C:9]([N+:13]([O-:15])=[O:14])=[CH:8][C:7]=1C.[CH3:17]O. (6) The reactants are: [OH:1][CH2:2][CH:3]1[NH:8][CH2:7][CH2:6][N:5]([C:9]([O:11][C:12]([CH3:15])([CH3:14])[CH3:13])=[O:10])[CH2:4]1.[CH2:16]([C:18]1[CH:19]=[C:20]([N:24]=[C:25]=[O:26])[CH:21]=[CH:22][CH:23]=1)[CH3:17]. Given the product [CH2:16]([C:18]1[CH:19]=[C:20]([NH:24][C:25]([N:8]2[CH2:7][CH2:6][N:5]([C:9]([O:11][C:12]([CH3:15])([CH3:14])[CH3:13])=[O:10])[CH2:4][CH:3]2[CH2:2][OH:1])=[O:26])[CH:21]=[CH:22][CH:23]=1)[CH3:17], predict the reactants needed to synthesize it.